Dataset: Full USPTO retrosynthesis dataset with 1.9M reactions from patents (1976-2016). Task: Predict the reactants needed to synthesize the given product. Given the product [NH2:1][C:2]1[C:11]2[C:6](=[CH:7][CH:8]=[CH:9][C:10]=2[O:12][CH2:13][C:14]([CH3:16])([NH:17][C:27](=[O:28])[CH2:26][CH:25]([CH3:30])[CH3:24])[CH3:15])[N:5]=[C:4]([CH3:18])[C:3]=1[C:19]([O:21][CH2:22][CH3:23])=[O:20], predict the reactants needed to synthesize it. The reactants are: [NH2:1][C:2]1[C:11]2[C:6](=[CH:7][CH:8]=[CH:9][C:10]=2[O:12][CH2:13][C:14]([NH2:17])([CH3:16])[CH3:15])[N:5]=[C:4]([CH3:18])[C:3]=1[C:19]([O:21][CH2:22][CH3:23])=[O:20].[CH3:24][CH:25]([CH3:30])[CH2:26][C:27](O)=[O:28].